Predict which catalyst facilitates the given reaction. From a dataset of Catalyst prediction with 721,799 reactions and 888 catalyst types from USPTO. (1) Reactant: [F:1][C:2]1[CH:3]=[C:4]([CH:10]2[NH:15][C:14]([O:16][CH3:17])=[N:13][C:12]([CH3:18])=[C:11]2[C:19](=[O:21])[CH3:20])[CH:5]=[C:6]([F:9])[C:7]=1[F:8].N1C=CC=CC=1.Cl[C:29]([O:31][C:32]1[CH:37]=[CH:36][C:35]([N+:38]([O-:40])=[O:39])=[CH:34][CH:33]=1)=[O:30]. Product: [F:1][C:2]1[CH:3]=[C:4]([CH:10]2[N:15]([C:29]([O:31][C:32]3[CH:33]=[CH:34][C:35]([N+:38]([O-:40])=[O:39])=[CH:36][CH:37]=3)=[O:30])[C:14]([O:16][CH3:17])=[N:13][C:12]([CH3:18])=[C:11]2[C:19](=[O:21])[CH3:20])[CH:5]=[C:6]([F:9])[C:7]=1[F:8]. The catalyst class is: 2. (2) Reactant: Cl[CH2:2][CH2:3][O:4][C:5]1[CH:10]=[CH:9][CH:8]=[CH:7][C:6]=1[N+:11]([O-:13])=[O:12].[CH3:14][C:15]1[CH:16]=[CH:17][C:18]([N+:22]([O-:24])=[O:23])=[C:19]([OH:21])[CH:20]=1.C(=O)([O-])[O-].[K+].[K+].O. Product: [CH3:14][C:15]1[CH:16]=[CH:17][C:18]([N+:22]([O-:24])=[O:23])=[C:19]([O:21][CH2:2][CH2:3][O:4][C:5]2[CH:10]=[CH:9][CH:8]=[CH:7][C:6]=2[N+:11]([O-:13])=[O:12])[CH:20]=1. The catalyst class is: 3. (3) Product: [Cl:1][C:2]1[CH:31]=[CH:30][C:5]2[N:6]3[C:10]([CH2:11][N:12]([CH2:15][C:16]4[CH:21]=[CH:20][C:19]([O:22][CH3:23])=[CH:18][C:17]=4[O:24][CH3:25])[C:13](=[O:14])[C:4]=2[CH:3]=1)=[C:9]([C:26]1[N:27]=[C:37]([CH:34]2[CH2:36][CH2:35]2)[O:29][N:28]=1)[N:8]=[CH:7]3. Reactant: [Cl:1][C:2]1[CH:31]=[CH:30][C:5]2[N:6]3[C:10]([CH2:11][N:12]([CH2:15][C:16]4[CH:21]=[CH:20][C:19]([O:22][CH3:23])=[CH:18][C:17]=4[O:24][CH3:25])[C:13](=[O:14])[C:4]=2[CH:3]=1)=[C:9]([C:26]([NH:28][OH:29])=[NH:27])[N:8]=[CH:7]3.[O-2].[Mg+2].[CH:34]1([C:37](Cl)=O)[CH2:36][CH2:35]1. The catalyst class is: 12. (4) Product: [N:8]1[C:7]2[C:2](=[N:3][CH:4]=[CH:5][CH:6]=2)[NH:1][C:12]=1[CH2:11][C:9]#[N:10]. The catalyst class is: 125. Reactant: [NH2:1][C:2]1[C:7]([NH2:8])=[CH:6][CH:5]=[CH:4][N:3]=1.[C:9]([CH2:11][C:12](OCC)=O)#[N:10].C(OCC)C.C.